This data is from Full USPTO retrosynthesis dataset with 1.9M reactions from patents (1976-2016). The task is: Predict the reactants needed to synthesize the given product. (1) The reactants are: [Cl:1][C:2]1[CH:7]=[C:6]([Cl:8])[CH:5]=[CH:4][C:3]=1[C:9]1[N:10]=[C:11](/[CH:16]=[CH:17]/[C:18]2[CH:23]=[CH:22][C:21]([C:24]3[CH:29]=[CH:28][C:27]([OH:30])=[CH:26][CH:25]=3)=[CH:20][CH:19]=2)[N:12]([CH2:14][CH3:15])[CH:13]=1.Br[CH2:32][C:33]1[CH:38]=[CH:37][C:36]([CH2:39][C:40]([O:42]C)=[O:41])=[CH:35][CH:34]=1. Given the product [Cl:1][C:2]1[CH:7]=[C:6]([Cl:8])[CH:5]=[CH:4][C:3]=1[C:9]1[N:10]=[C:11](/[CH:16]=[CH:17]/[C:18]2[CH:23]=[CH:22][C:21]([C:24]3[CH:25]=[CH:26][C:27]([O:30][CH2:32][C:33]4[CH:34]=[CH:35][C:36]([CH2:39][C:40]([OH:42])=[O:41])=[CH:37][CH:38]=4)=[CH:28][CH:29]=3)=[CH:20][CH:19]=2)[N:12]([CH2:14][CH3:15])[CH:13]=1, predict the reactants needed to synthesize it. (2) Given the product [C:1]([Si:5]([CH3:19])([CH3:18])[O:6][CH:7]1[C:8]2[N:45]=[C:43]([NH:42][C:32]3[CH:33]=[CH:34][C:35]([N:36]4[CH:40]=[C:39]([CH3:41])[N:38]=[CH:37]4)=[C:30]([O:29][CH3:28])[CH:31]=3)[N:44]=[CH:13][C:9]=2[CH2:10][CH2:11][CH2:12]1)([CH3:4])([CH3:3])[CH3:2], predict the reactants needed to synthesize it. The reactants are: [C:1]([Si:5]([CH3:19])([CH3:18])[O:6][CH:7]1[CH2:12][CH2:11][CH2:10]/[C:9](=[CH:13]\N(C)C)/[C:8]1=O)([CH3:4])([CH3:3])[CH3:2].[N+]([O-])(O)=O.[N+]([O-])(O)=O.[CH3:28][O:29][C:30]1[CH:31]=[C:32]([NH:42][C:43]([NH2:45])=[NH:44])[CH:33]=[CH:34][C:35]=1[N:36]1[CH:40]=[C:39]([CH3:41])[N:38]=[CH:37]1. (3) Given the product [O:31]=[C:30]1[C:29]2[C:28](=[CH:36][CH:35]=[CH:34][CH:33]=2)[C:27](=[O:32])[N:3]1[C@@H:4]1[CH2:11][C@H:7]2[O:8][CH2:9][CH2:10][C@@:6]2([C:12]([NH:14][CH2:15][C:16]2[CH:21]=[C:20]([C:22]([F:23])([F:24])[F:25])[CH:19]=[CH:18][C:17]=2[OH:26])=[O:13])[CH2:5]1, predict the reactants needed to synthesize it. The reactants are: Cl.Cl.[NH2:3][C@@H:4]1[CH2:11][C@H:7]2[O:8][CH2:9][CH2:10][C@@:6]2([C:12]([NH:14][CH2:15][C:16]2[CH:21]=[C:20]([C:22]([F:25])([F:24])[F:23])[CH:19]=[CH:18][C:17]=2[OH:26])=[O:13])[CH2:5]1.[C:27]1(=O)[O:32][C:30](=[O:31])[C:29]2=[CH:33][CH:34]=[CH:35][CH:36]=[C:28]12.CCN(C(C)C)C(C)C.C(C1NC=CN=1)(C1NC=CN=1)=O.Cl. (4) Given the product [C:11]([O:15][C:16]([N:18]1[CH2:23][CH2:22][CH:21]([NH:24][C:6]2[C:5]([Cl:9])=[C:4]([Cl:10])[N:3]=[C:2]([Cl:1])[N:7]=2)[CH2:20][CH2:19]1)=[O:17])([CH3:14])([CH3:12])[CH3:13], predict the reactants needed to synthesize it. The reactants are: [Cl:1][C:2]1[N:7]=[C:6](Cl)[C:5]([Cl:9])=[C:4]([Cl:10])[N:3]=1.[C:11]([O:15][C:16]([N:18]1[CH2:23][CH2:22][CH:21]([NH2:24])[CH2:20][CH2:19]1)=[O:17])([CH3:14])([CH3:13])[CH3:12].C(N(C(C)C)C(C)C)C. (5) Given the product [N:10](=[C:4]([C:3]1[N:17]=[C:13]([CH2:14][CH3:15])[S:16][CH:2]=1)[C:5]([O:7][CH2:8][CH3:9])=[O:6])[OH:11], predict the reactants needed to synthesize it. The reactants are: Cl[CH2:2][C:3](=O)[C:4](=[N:10][OH:11])[C:5]([O:7][CH2:8][CH3:9])=[O:6].[C:13]([NH2:17])(=[S:16])[CH2:14][CH3:15]. (6) Given the product [CH:17]([C:16]1[CH:19]=[CH:20][C:13]([C:11]([Cl:34])=[O:12])=[CH:14][CH:15]=1)=[O:18], predict the reactants needed to synthesize it. The reactants are: C1(N2CCN([C:11]([C:13]3[CH:20]=[CH:19][C:16]([CH:17]=[O:18])=[CH:15][CH:14]=3)=[O:12])CC2)CCC1.C(C1C=CC(C=O)=CC=1)(O)=O.O=S(Cl)[Cl:34].CN(C=O)C.[OH-].[Na+].Cl. (7) Given the product [Cl:1][C:2]1[CH:7]=[CH:6][C:5]([S:8]([N:11]([CH2:25][CH3:26])[C:12]2([C:15]([O:17][CH3:18])=[O:16])[CH2:14][CH2:13]2)(=[O:10])=[O:9])=[CH:4][CH:3]=1, predict the reactants needed to synthesize it. The reactants are: [Cl:1][C:2]1[CH:7]=[CH:6][C:5]([S:8]([NH:11][C:12]2([C:15]([O:17][CH3:18])=[O:16])[CH2:14][CH2:13]2)(=[O:10])=[O:9])=[CH:4][CH:3]=1.C([O-])([O-])=O.[K+].[K+].[CH2:25](I)[CH3:26]. (8) The reactants are: [N:1]([C:9](OC(C)C)=O)=NC(OC(C)C)=O.[C:15]([O:19][C:20](=[O:50])[NH:21][CH2:22][C@H:23]1[CH2:28][CH2:27][C@H:26]([CH2:29][NH:30][C:31]([C:33]2[C:42]3[C:37](=[CH:38][CH:39]=[CH:40][CH:41]=3)[N:36]=[C:35]([C:43]3[CH:48]=[CH:47][C:46]([OH:49])=[CH:45][CH:44]=3)[CH:34]=2)=[O:32])[CH2:25][CH2:24]1)([CH3:18])([CH3:17])[CH3:16].C1(P([C:64]2[CH:69]=CC=CC=2)C2C=CC=CC=2)C=CC=CC=1.[C:70]([O-])(O)=O.[Na+]. Given the product [CH3:70][N:1]([CH3:9])[CH2:69][CH2:64][O:49][C:46]1[CH:45]=[CH:44][C:43]([C:35]2[CH:34]=[C:33]([C:31]([NH:30][CH2:29][C@H:26]3[CH2:27][CH2:28][C@H:23]([CH2:22][NH:21][C:20](=[O:50])[O:19][C:15]([CH3:18])([CH3:16])[CH3:17])[CH2:24][CH2:25]3)=[O:32])[C:42]3[C:37](=[CH:38][CH:39]=[CH:40][CH:41]=3)[N:36]=2)=[CH:48][CH:47]=1, predict the reactants needed to synthesize it.